This data is from Forward reaction prediction with 1.9M reactions from USPTO patents (1976-2016). The task is: Predict the product of the given reaction. The product is: [CH3:1][O:2][C:3]1[CH:11]=[C:10]2[C:6]([CH2:7]/[C:8](=[CH:27]\[C:22]3[C:21]([C:20]([F:29])([F:19])[F:30])=[CH:26][CH:25]=[CH:24][N:23]=3)/[C:9]2=[O:12])=[CH:5][C:4]=1[N:13]1[CH2:14][CH2:15][O:16][CH2:17][CH2:18]1. Given the reactants [CH3:1][O:2][C:3]1[CH:11]=[C:10]2[C:6]([CH2:7][CH2:8][C:9]2=[O:12])=[CH:5][C:4]=1[N:13]1[CH2:18][CH2:17][O:16][CH2:15][CH2:14]1.[F:19][C:20]([F:30])([F:29])[C:21]1[C:22]([CH:27]=O)=[N:23][CH:24]=[CH:25][CH:26]=1.CC1C=CC(S(O)(=O)=O)=CC=1, predict the reaction product.